Predict the product of the given reaction. From a dataset of Forward reaction prediction with 1.9M reactions from USPTO patents (1976-2016). (1) Given the reactants F[P-](F)(F)(F)(F)F.[N:8]1(OC(N(C)C)=[N+](C)C)C2N=CC=CC=2N=N1.C(N(CC)CC)C.[C:32]([C:34]1[CH:39]=[CH:38][C:37]([CH:40]2[C:49]3[C:48](=[O:50])[CH2:47][CH2:46][CH2:45][C:44]=3[N:43]([C:51]3[CH:56]=[CH:55][CH:54]=[C:53]([C:57]([F:60])([F:59])[F:58])[CH:52]=3)[C:42](=[O:61])[N:41]2[CH2:62][C:63](O)=[O:64])=[CH:36][CH:35]=1)#[N:33].N, predict the reaction product. The product is: [C:32]([C:34]1[CH:39]=[CH:38][C:37]([CH:40]2[C:49]3[C:48](=[O:50])[CH2:47][CH2:46][CH2:45][C:44]=3[N:43]([C:51]3[CH:56]=[CH:55][CH:54]=[C:53]([C:57]([F:59])([F:60])[F:58])[CH:52]=3)[C:42](=[O:61])[N:41]2[CH2:62][C:63]([NH2:8])=[O:64])=[CH:36][CH:35]=1)#[N:33]. (2) The product is: [CH3:1][C:2]1([CH3:19])[C:10]2[C:5](=[CH:6][C:7]([N+:15]([O-:17])=[O:16])=[C:8]([NH:11][C:12](=[O:14])[CH3:13])[CH:9]=2)[N:4]([C:28]2[CH:29]=[CH:30][CH:31]=[CH:32][CH:37]=2)[C:3]1=[O:18]. Given the reactants [CH3:1][C:2]1([CH3:19])[C:10]2[C:5](=[CH:6][C:7]([N+:15]([O-:17])=[O:16])=[C:8]([NH:11][C:12](=[O:14])[CH3:13])[CH:9]=2)[NH:4][C:3]1=[O:18].CCN(CC)CC.C[C:28]1([CH3:37])N([O])[C:32](C)(C)[CH2:31][CH2:30][CH2:29]1.CO, predict the reaction product. (3) Given the reactants [CH3:1][NH:2][CH:3]1[CH2:8][CH2:7][CH:6]([NH:9][C:10]2[N:11]=[CH:12][N:13]=[C:14]3[C:21]=2[C:20]2[CH2:19][CH2:18][CH2:17][C:16]=2[S:15]3)[CH2:5][CH2:4]1.Cl[CH2:23][C:24]([N:26]1[CH2:31][CH2:30][CH2:29][CH2:28][CH2:27]1)=[O:25].C(=O)([O-])[O-].[K+].[K+], predict the reaction product. The product is: [CH3:1][N:2]([CH:3]1[CH2:8][CH2:7][CH:6]([NH:9][C:10]2[N:11]=[CH:12][N:13]=[C:14]3[C:21]=2[C:20]2[CH2:19][CH2:18][CH2:17][C:16]=2[S:15]3)[CH2:5][CH2:4]1)[CH2:23][C:24]([N:26]1[CH2:31][CH2:30][CH2:29][CH2:28][CH2:27]1)=[O:25]. (4) Given the reactants [CH3:1][NH:2][C:3]1[CH:14]=[CH:13][CH:12]=[CH:11][C:4]=1[C:5]([O:7][CH2:8][CH2:9][I:10])=[O:6], predict the reaction product. The product is: [CH3:1][NH:2][C:3]1[CH:14]=[CH:13][CH:12]=[CH:11][C:4]=1[C:5]([OH:7])=[O:6].[I:10][CH2:9][CH2:8][OH:7].